This data is from Reaction yield outcomes from USPTO patents with 853,638 reactions. The task is: Predict the reaction yield, written as a fraction of the theoretical maximum amount of product (1.0 means a 100% yield; for example, 0.34 means a 34% yield). (1) The reactants are C([O:8][C:9]1[CH:14]=[C:13]([F:15])[C:12]([F:16])=[CH:11][C:10]=1[CH:17]=[CH2:18])C1C=CC=CC=1. The catalyst is CO.[Pd]. The product is [CH2:17]([C:10]1[CH:11]=[C:12]([F:16])[C:13]([F:15])=[CH:14][C:9]=1[OH:8])[CH3:18]. The yield is 0.890. (2) The reactants are [C:1]([O:7][CH2:8][C:9]1[CH:14]=[CH:13][CH:12]=[C:11]([Cl:15])[C:10]=1[NH:16][C:17]([C:19]1[S:23][C:22]([NH2:24])=[N:21][CH:20]=1)=[O:18])(=[O:6])[C:2]([CH3:5])([CH3:4])[CH3:3].[Cl:25][C:26]1[CH:31]=[C:30](Cl)[N:29]=[C:28]([CH3:33])[N:27]=1.Cl. The catalyst is C1COCC1. The product is [C:1]([O:7][CH2:8][C:9]1[CH:14]=[CH:13][CH:12]=[C:11]([Cl:15])[C:10]=1[NH:16][C:17]([C:19]1[S:23][C:22]([NH:24][C:30]2[CH:31]=[C:26]([Cl:25])[N:27]=[C:28]([CH3:33])[N:29]=2)=[N:21][CH:20]=1)=[O:18])(=[O:6])[C:2]([CH3:5])([CH3:4])[CH3:3]. The yield is 0.660. (3) The reactants are [F-].C([N+](CCCC)(CCCC)CCCC)CCC.O1C=[CH:22][CH:21]=[C:20]1[C:24]1[CH:31]=[CH:30][CH:29]=[CH:28][C:25]=1[CH:26]=[O:27].[F:32][C:33]([Si](C)(C)C)([F:35])[F:34].Cl.C1C[O:44][CH2:43]C1. No catalyst specified. The product is [F:32][C:33]([F:35])([F:34])[CH:26]([C:25]1[CH:28]=[CH:29][CH:30]=[CH:31][C:24]=1[C:20]1[CH:21]=[CH:22][O:44][CH:43]=1)[OH:27]. The yield is 0.900. (4) The reactants are [H-].[Na+].CN(C)[C:5](=O)[CH3:6].[CH2:9]([O:16][C:17]1[C:27]2[NH:26][C:25](=[O:28])[C:24]([CH3:30])([CH3:29])[C:23](=[O:31])[N:22]([CH3:32])[C:21]=2[CH:20]=[CH:19][CH:18]=1)[C:10]1[CH:15]=[CH:14][CH:13]=[CH:12][CH:11]=1.C(I)C. The catalyst is C(OCC)(=O)C.O. The product is [CH2:9]([O:16][C:17]1[C:27]2[N:26]([CH2:5][CH3:6])[C:25](=[O:28])[C:24]([CH3:29])([CH3:30])[C:23](=[O:31])[N:22]([CH3:32])[C:21]=2[CH:20]=[CH:19][CH:18]=1)[C:10]1[CH:15]=[CH:14][CH:13]=[CH:12][CH:11]=1. The yield is 1.00. (5) The reactants are [NH2:1][CH2:2][CH2:3][NH:4][C:5]1[N:6]=[C:7]([C:24]2[CH:29]=[CH:28][CH:27]=[CH:26][C:25]=2[CH3:30])[C:8]2[CH:14]=[CH:13][C:12](=[O:15])[N:11]([C:16]3[C:21]([F:22])=[CH:20][CH:19]=[CH:18][C:17]=3[F:23])[C:9]=2[N:10]=1.C1C=CC(O[C:38](OC2C=CC=CC=2)=[N:39][C:40]#[N:41])=CC=1.[NH3:49]. The catalyst is C(O)(C)C. The product is [C:38]([NH:39][C:40]([NH:1][CH2:2][CH2:3][NH:4][C:5]1[N:6]=[C:7]([C:24]2[CH:29]=[CH:28][CH:27]=[CH:26][C:25]=2[CH3:30])[C:8]2[CH:14]=[CH:13][C:12](=[O:15])[N:11]([C:16]3[C:21]([F:22])=[CH:20][CH:19]=[CH:18][C:17]=3[F:23])[C:9]=2[N:10]=1)=[NH:41])#[N:49]. The yield is 0.590. (6) The reactants are Br[C:2]1[CH:7]=[CH:6][C:5]([OH:8])=[CH:4][CH:3]=1.[F:9][C:10]1[CH:18]=[C:17]2[C:13]([CH:14]=[N:15][NH:16]2)=[CH:12][CH:11]=1.[O-]P([O-])([O-])=O.[K+].[K+].[K+].CNCCNC. The catalyst is C1(C)C=CC=CC=1. The product is [F:9][C:10]1[CH:11]=[CH:12][C:13]2[C:17]([CH:18]=1)=[N:16][N:15]([C:2]1[CH:7]=[CH:6][C:5]([OH:8])=[CH:4][CH:3]=1)[CH:14]=2. The yield is 0.0800. (7) The reactants are [CH3:1][C:2]1[N:6]=[CH:5][NH:4][C:3]=1[CH:7]=[CH:8][C:9]([Cl:11])=[O:10].[OH-].[Na+].[H][H]. The catalyst is [Pd]. The product is [CH3:1][C:2]1[N:6]=[CH:5][NH:4][C:3]=1[CH2:7][CH2:8][C:9]([Cl:11])=[O:10]. The yield is 0.160.